From a dataset of Reaction yield outcomes from USPTO patents with 853,638 reactions. Predict the reaction yield, written as a fraction of the theoretical maximum amount of product (1.0 means a 100% yield; for example, 0.34 means a 34% yield). (1) The reactants are Br[CH2:2][C:3]1[N:8]=[CH:7][C:6]([C:9]#[N:10])=[CH:5][CH:4]=1.[CH3:11][C:12]([SH:15])([CH3:14])[CH3:13].C(=O)([O-])[O-].[Cs+].[Cs+].O. The catalyst is CN(C=O)C.C(Cl)Cl. The product is [C:12]([S:15][CH2:2][C:3]1[N:8]=[CH:7][C:6]([C:9]#[N:10])=[CH:5][CH:4]=1)([CH3:14])([CH3:13])[CH3:11]. The yield is 0.760. (2) The reactants are [Cl:1][C:2]1[S:6][C:5]([C:7]([OH:9])=O)=[CH:4][C:3]=1[C:10]1[N:14]([CH3:15])[N:13]=[CH:12][C:11]=1[Cl:16].[NH2:17][C@@H:18]([CH2:31][C:32]1[CH:37]=[C:36]([F:38])[CH:35]=[CH:34][C:33]=1[F:39])[CH2:19][N:20]1[C:28](=[O:29])[C:27]2[C:22](=[CH:23][CH:24]=[CH:25][CH:26]=2)[C:21]1=[O:30].FC1C=CC=C(F)C=1C[C@@H](C(O)=O)N.C1CN([P+](Br)(N2CCCC2)N2CCCC2)CC1.F[P-](F)(F)(F)(F)F.CCN(C(C)C)C(C)C. The catalyst is C(Cl)(Cl)Cl. The product is [Cl:1][C:2]1[S:6][C:5]([C:7]([NH:17][C@H:18]([CH2:19][N:20]2[C:28](=[O:29])[C:27]3[C:22](=[CH:23][CH:24]=[CH:25][CH:26]=3)[C:21]2=[O:30])[CH2:31][C:32]2[CH:37]=[C:36]([F:38])[CH:35]=[CH:34][C:33]=2[F:39])=[O:9])=[CH:4][C:3]=1[C:10]1[N:14]([CH3:15])[N:13]=[CH:12][C:11]=1[Cl:16]. The yield is 0.360. (3) The reactants are [Br:1][C:2]1[C:3](=[O:17])[N:4]([CH2:9][C:10]2[CH:15]=[CH:14][C:13]([Cl:16])=[CH:12][CH:11]=2)[C:5](=[O:8])[NH:6][N:7]=1.[C:18]([C:20]1[CH:21]=[C:22](B(O)O)[CH:23]=[CH:24][CH:25]=1)#[N:19].N1C=CC=CC=1.[N+]1([O-])C=CC=CC=1. The catalyst is C(Cl)Cl.C([O-])(=O)C.[Cu+2].C([O-])(=O)C. The product is [Cl:16][C:13]1[CH:14]=[CH:15][C:10]([CH2:9][N:4]2[C:3](=[O:17])[C:2]([Br:1])=[N:7][N:6]([C:24]3[CH:25]=[C:20]([CH:21]=[CH:22][CH:23]=3)[C:18]#[N:19])[C:5]2=[O:8])=[CH:11][CH:12]=1. The yield is 0.380. (4) The catalyst is CN(C=O)C. The product is [CH3:1][C:2]1[C:3]([CH2:9][N:10]([C@H:16]([C:18]2[CH:23]=[CH:22][CH:21]=[CH:20][N:19]=2)[CH3:17])[CH2:11][CH2:12][CH2:13][CH2:14][NH:15][C:29](=[O:30])[C:28]2[CH:32]=[CH:33][C:25]([OH:24])=[N:26][CH:27]=2)=[N:4][CH:5]=[C:6]([CH3:8])[CH:7]=1. The reactants are [CH3:1][C:2]1[C:3]([CH2:9][N:10]([C@H:16]([C:18]2[CH:23]=[CH:22][CH:21]=[CH:20][N:19]=2)[CH3:17])[CH2:11][CH2:12][CH2:13][CH2:14][NH2:15])=[N:4][CH:5]=[C:6]([CH3:8])[CH:7]=1.[OH:24][C:25]1[CH:33]=[CH:32][C:28]([C:29](O)=[O:30])=[CH:27][N:26]=1.CCN=C=NCCCN(C)C.C1C=CC2N(O)N=NC=2C=1.CCN(C(C)C)C(C)C. The yield is 0.290. (5) The reactants are [CH3:1][C:2]1[C:3]2[C:8]([C:9]([CH3:22])=[C:10]3[C:15]=1[CH:14]=[C:13]([C:16]([OH:18])=O)[C:12]([C:19]([OH:21])=[O:20])=[CH:11]3)=[CH:7][CH:6]=[CH:5][CH:4]=2. The catalyst is C(OC(=O)C)(=O)C. The product is [CH3:22][C:9]1[C:8]2[C:3]([C:2]([CH3:1])=[C:15]3[C:10]=1[CH:11]=[C:12]1[C:19]([O:21][C:16](=[O:18])[C:13]1=[CH:14]3)=[O:20])=[CH:4][CH:5]=[CH:6][CH:7]=2. The yield is 0.610. (6) The reactants are C1COCC1.[N:6]1[C:15]2[C:10](=[C:11](OS(C(F)(F)F)(=O)=O)[CH:12]=[CH:13][CH:14]=2)[N:9]=[CH:8][CH:7]=1.[N:24]1[CH:29]=[CH:28][CH:27]=[CH:26][C:25]=1[C:30]1[C:31](B(O)O)=[C:32]2[CH2:37][CH2:36][CH2:35][N:33]2[N:34]=1.C(=O)([O-])[O-].[K+].[K+]. The catalyst is C1C=CC(/C=C/C(/C=C/C2C=CC=CC=2)=O)=CC=1.C1C=CC(/C=C/C(/C=C/C2C=CC=CC=2)=O)=CC=1.C1C=CC(/C=C/C(/C=C/C2C=CC=CC=2)=O)=CC=1.[Pd].[Pd].CN(C=O)C.C1COCC1. The product is [N:24]1[CH:29]=[CH:28][CH:27]=[CH:26][C:25]=1[C:30]1[C:31]([C:11]2[CH:12]=[CH:13][CH:14]=[C:15]3[C:10]=2[N:9]=[CH:8][CH:7]=[N:6]3)=[C:32]2[CH2:37][CH2:36][CH2:35][N:33]2[N:34]=1. The yield is 0.0700.